From a dataset of Reaction yield outcomes from USPTO patents with 853,638 reactions. Predict the reaction yield, written as a fraction of the theoretical maximum amount of product (1.0 means a 100% yield; for example, 0.34 means a 34% yield). (1) The reactants are [NH2:1][C@@H:2]1[CH2:18][C@@H:17]2[C@@:5]([CH3:28])([C@@H:6]3[C@@H:14]([CH2:15][CH2:16]2)[C@:13]2([OH:19])[C@@:9]([CH3:27])([C@@H:10]([C:20]4[CH:21]=[CH:22][C:23](=[O:26])[O:24][CH:25]=4)[CH2:11][CH2:12]2)[CH2:8][CH2:7]3)[CH2:4][CH2:3]1.CCN(C(C)C)C(C)C.[CH3:38][S:39](Cl)(=[O:41])=[O:40]. The catalyst is C(Cl)Cl. The product is [OH:19][C@:13]12[CH2:12][CH2:11][C@H:10]([C:20]3[CH:21]=[CH:22][C:23](=[O:26])[O:24][CH:25]=3)[C@@:9]1([CH3:27])[CH2:8][CH2:7][C@H:6]1[C@H:14]2[CH2:15][CH2:16][C@H:17]2[C@:5]1([CH3:28])[CH2:4][CH2:3][C@H:2]([NH:1][S:39]([CH3:38])(=[O:41])=[O:40])[CH2:18]2. The yield is 0.540. (2) The reactants are [Cl:1][C:2]1[N:7]=[C:6]([NH:8][CH:9]2[CH2:22][C:11]3([CH2:14][N:13]([C:15]([O:17]C(C)(C)C)=O)[CH2:12]3)[CH2:10]2)[C:5]([F:23])=[CH:4][N:3]=1.[C:24](O)([C:26](F)(F)F)=O.C(Cl)(=O)C=C.O. The catalyst is C(Cl)Cl. The product is [Cl:1][C:2]1[N:7]=[C:6]([NH:8][CH:9]2[CH2:10][C:11]3([CH2:12][N:13]([C:15](=[O:17])[CH:24]=[CH2:26])[CH2:14]3)[CH2:22]2)[C:5]([F:23])=[CH:4][N:3]=1. The yield is 0.816. (3) The reactants are C([N:8]1[CH2:13][CH2:12][CH:11]([N:14]2[C:22]3[C:17](=[CH:18][CH:19]=[C:20]([C:23]#[N:24])[CH:21]=3)[CH2:16][C:15]2=[O:25])[CH2:10][CH2:9]1)(OC(C)(C)C)=O.[ClH:26].O1CCOCC1. The catalyst is ClCCl. The product is [ClH:26].[C:23]([C:20]1[CH:21]=[C:22]2[C:17]([CH2:16][C:15](=[O:25])[N:14]2[CH:11]2[CH2:12][CH2:13][NH:8][CH2:9][CH2:10]2)=[CH:18][CH:19]=1)#[N:24]. The yield is 0.830.